Dataset: Reaction yield outcomes from USPTO patents with 853,638 reactions. Task: Predict the reaction yield, written as a fraction of the theoretical maximum amount of product (1.0 means a 100% yield; for example, 0.34 means a 34% yield). The reactants are [Br:1][C:2]1[CH:10]=[CH:9][CH:8]=[C:7]2[C:3]=1[C:4]1([C:19]3[CH:20]=[C:21]([F:25])[C:22]([F:24])=[CH:23][C:18]=3[O:17][CH2:16]1)[C:5](=[O:15])[N:6]2[CH2:11][C:12]([OH:14])=O.C(Cl)(=O)C(Cl)=O.[F:32][C:33]1[CH:39]=[CH:38][CH:37]=[CH:36][C:34]=1[NH2:35].ClCCl. The catalyst is C1(C)C=CC=CC=1.CN(C=O)C. The product is [Br:1][C:2]1[CH:10]=[CH:9][CH:8]=[C:7]2[C:3]=1[C:4]1([C:19]3[CH:20]=[C:21]([F:25])[C:22]([F:24])=[CH:23][C:18]=3[O:17][CH2:16]1)[C:5](=[O:15])[N:6]2[CH2:11][C:12]([NH:35][C:34]1[CH:36]=[CH:37][CH:38]=[CH:39][C:33]=1[F:32])=[O:14]. The yield is 0.760.